From a dataset of Peptide-MHC class II binding affinity with 134,281 pairs from IEDB. Regression. Given a peptide amino acid sequence and an MHC pseudo amino acid sequence, predict their binding affinity value. This is MHC class II binding data. (1) The MHC is DRB1_0404 with pseudo-sequence DRB1_0404. The peptide sequence is SGLFQFIFFLLLAGR. The binding affinity (normalized) is 0.174. (2) The peptide sequence is LKTRPILSPLTKGIL. The MHC is HLA-DQA10501-DQB10201 with pseudo-sequence HLA-DQA10501-DQB10201. The binding affinity (normalized) is 0.221. (3) The peptide sequence is PNESYKKQVTIRIGC. The MHC is HLA-DPA10201-DPB10101 with pseudo-sequence HLA-DPA10201-DPB10101. The binding affinity (normalized) is 0.269. (4) The peptide sequence is EHGSDEWVAMTKGEGGVWTF. The MHC is DRB1_0802 with pseudo-sequence DRB1_0802. The binding affinity (normalized) is 0.518.